This data is from Full USPTO retrosynthesis dataset with 1.9M reactions from patents (1976-2016). The task is: Predict the reactants needed to synthesize the given product. (1) Given the product [ClH:19].[Cl:19][C:16]1[CH:17]=[CH:18][C:11]2[CH2:10][CH2:9][NH:8][CH2:14][CH2:13][C:12]=2[C:15]=1[S:20][CH:27]([C:30]1[CH:35]=[CH:34][CH:33]=[CH:32][N:31]=1)[CH2:28][CH3:29], predict the reactants needed to synthesize it. The reactants are: C(OC([N:8]1[CH2:14][CH2:13][C:12]2[C:15]([S:20]C(=O)N(C)C)=[C:16]([Cl:19])[CH:17]=[CH:18][C:11]=2[CH2:10][CH2:9]1)=O)(C)(C)C.Br[CH:27]([C:30]1[CH:35]=[CH:34][CH:33]=[CH:32][N:31]=1)[CH2:28][CH3:29]. (2) Given the product [F:1][C:2]1[C:7]2[CH:8]=[CH:9][O:10][C:6]=2[C:5]([C:11]2[CH:12]=[CH:13][C:14]([O:15][CH2:16][C:17]3[CH:18]=[C:19]([CH:23]=[CH:24][CH:25]=3)[C:20]([N:31]3[C@H:32]([C:34]([OH:36])=[O:35])[CH2:33][S:29][CH2:30]3)=[O:21])=[CH:26][CH:27]=2)=[CH:4][C:3]=1[F:28], predict the reactants needed to synthesize it. The reactants are: [F:1][C:2]1[C:7]2[CH:8]=[CH:9][O:10][C:6]=2[C:5]([C:11]2[CH:27]=[CH:26][C:14]([O:15][CH2:16][C:17]3[CH:18]=[C:19]([CH:23]=[CH:24][CH:25]=3)[C:20](O)=[O:21])=[CH:13][CH:12]=2)=[CH:4][C:3]=1[F:28].[S:29]1[CH2:33][C@@H:32]([C:34]([OH:36])=[O:35])[NH:31][CH2:30]1. (3) Given the product [C:1]([O:5][C:6](=[O:19])[NH:7][C:8]1[CH:13]=[CH:12][C:11]([C:14]([F:17])([F:16])[F:15])=[CH:10][C:9]=1[NH:18][C:25](=[O:24])[CH2:26][C:27]([C:29]1[CH:34]=[CH:33][CH:32]=[C:31]([C:35]2[CH:40]=[CH:39][N:38]=[C:37]([CH3:41])[C:36]=2[CH3:42])[CH:30]=1)=[O:28])([CH3:4])([CH3:2])[CH3:3], predict the reactants needed to synthesize it. The reactants are: [C:1]([O:5][C:6](=[O:19])[NH:7][C:8]1[CH:13]=[CH:12][C:11]([C:14]([F:17])([F:16])[F:15])=[CH:10][C:9]=1[NH2:18])([CH3:4])([CH3:3])[CH3:2].C([O:24][C:25](=O)[CH2:26][C:27]([C:29]1[CH:34]=[CH:33][CH:32]=[C:31]([C:35]2[CH:40]=[CH:39][N:38]=[C:37]([CH3:41])[C:36]=2[CH3:42])[CH:30]=1)=[O:28])(C)(C)C. (4) Given the product [Cl:1][C:2]1[C:3]([C:25]2[S:29][C:28]([C:30]3([OH:34])[CH2:31][CH2:32][CH2:33]3)=[N:27][CH:26]=2)=[C:4]2[CH:10]=[C:9]([C:11]3[CH:16]=[CH:15][C:14]([NH:17][C:18](=[O:23])[CH2:19][N:20]([CH3:22])[CH3:21])=[CH:13][C:12]=3[F:24])[NH:8][C:5]2=[N:6][CH:7]=1, predict the reactants needed to synthesize it. The reactants are: [Cl:1][C:2]1[C:3]([C:25]2[S:29][C:28]([C:30]3([O:34]COC)[CH2:33][CH2:32][CH2:31]3)=[N:27][CH:26]=2)=[C:4]2[CH:10]=[C:9]([C:11]3[CH:16]=[CH:15][C:14]([NH:17][C:18](=[O:23])[CH2:19][N:20]([CH3:22])[CH3:21])=[CH:13][C:12]=3[F:24])[NH:8][C:5]2=[N:6][CH:7]=1.ClC1C(C2SC(C3(OCOC)CCC3)=NC=2)=C2C=C(C3N=C(C4CCCN(C(OC(C)(C)C)=O)C4)ON=3)NC2=NC=1. (5) The reactants are: FC(F)(F)C(O)=O.[Cl:8][C:9]1[CH:14]=[CH:13][C:12]([CH2:15][NH:16][C:17]([C:19]2[NH:20][C:21]3[C:26]([CH:27]=2)=[CH:25][C:24]([O:28][CH2:29][C@@H:30]2[O:35][CH2:34][CH2:33][N:32](C(OC(C)(C)C)=O)[CH2:31]2)=[CH:23][CH:22]=3)=[O:18])=[C:11]([F:43])[C:10]=1[O:44][C:45]1[CH:50]=[C:49]([C:51]#[N:52])[CH:48]=[C:47]([Cl:53])[CH:46]=1. Given the product [Cl:8][C:9]1[CH:14]=[CH:13][C:12]([CH2:15][NH:16][C:17]([C:19]2[NH:20][C:21]3[C:26]([CH:27]=2)=[CH:25][C:24]([O:28][CH2:29][C@@H:30]2[O:35][CH2:34][CH2:33][NH:32][CH2:31]2)=[CH:23][CH:22]=3)=[O:18])=[C:11]([F:43])[C:10]=1[O:44][C:45]1[CH:50]=[C:49]([C:51]#[N:52])[CH:48]=[C:47]([Cl:53])[CH:46]=1, predict the reactants needed to synthesize it. (6) Given the product [Br:1][C:2]1[CH:3]=[C:4]([N:14]2[CH2:15][CH2:16][O:17][CH2:18][C@@H:13]2[CH3:12])[C:5]([O:8][CH2:9][CH3:10])=[N:6][CH:7]=1, predict the reactants needed to synthesize it. The reactants are: [Br:1][C:2]1[CH:3]=[C:4](I)[C:5]([O:8][CH2:9][CH3:10])=[N:6][CH:7]=1.[CH3:12][C@H:13]1[CH2:18][O:17][CH2:16][CH2:15][NH:14]1. (7) The reactants are: [CH3:1][Si:2]([CH3:48])([CH3:47])[CH2:3][CH2:4][O:5][CH2:6][N:7]([CH2:39][O:40][CH2:41][CH2:42][Si:43]([CH3:46])([CH3:45])[CH3:44])[C:8]1[N:13]2[N:14]=[CH:15][C:16]([C:17]3[CH:18]=[N:19][C:20]4[C:25]([CH:26]=3)=[CH:24][CH:23]=[CH:22][CH:21]=4)=[C:12]2[N:11]=[C:10]([CH:27]2[CH2:32][CH2:31]C(CC(OCC)=O)[CH2:29][CH2:28]2)[CH:9]=1.C[Si](C)(C)CCOCN(COCC[Si](C)(C)C)C1N2N=CC(I)=C2N=C(C2CC[N:69]([C:72]([O:74][C:75]([CH3:78])([CH3:77])[CH3:76])=[O:73])CC2)C=1.C[Si](C)(C)CCOCN(COCC[Si](C)(C)C)C1N2N=CC(I)=C2N=C(C2CCC(CC(OCC)=O)CC2)C=1. Given the product [CH3:46][Si:43]([CH3:45])([CH3:44])[CH2:42][CH2:41][O:40][CH2:39][N:7]([CH2:6][O:5][CH2:4][CH2:3][Si:2]([CH3:1])([CH3:47])[CH3:48])[C:8]1[N:13]2[N:14]=[CH:15][C:16]([C:17]3[CH:18]=[N:19][C:20]4[C:25]([CH:26]=3)=[CH:24][CH:23]=[CH:22][CH:21]=4)=[C:12]2[N:11]=[C:10]([CH:27]2[CH2:32][CH2:31][N:69]([C:72]([O:74][C:75]([CH3:78])([CH3:77])[CH3:76])=[O:73])[CH2:29][CH2:28]2)[CH:9]=1, predict the reactants needed to synthesize it. (8) Given the product [O:22]1[C:23]2[CH:24]=[CH:25][C:26]([C:17]3[CH:16]=[CH:15][C:14]([O:13][CH2:12][C:8]4[N:7]=[C:6]([C:4]([OH:3])=[O:5])[CH:11]=[CH:10][CH:9]=4)=[CH:19][CH:18]=3)=[CH:27][C:28]=2[O:29][CH2:21]1, predict the reactants needed to synthesize it. The reactants are: C([O:3][C:4]([C:6]1[CH:11]=[CH:10][CH:9]=[C:8]([CH2:12][O:13][C:14]2[CH:19]=[CH:18][C:17](I)=[CH:16][CH:15]=2)[N:7]=1)=[O:5])C.[CH2:21]1[O:29][C:28]2[CH:27]=[CH:26][C:25](B(O)O)=[CH:24][C:23]=2[O:22]1. (9) Given the product [C:15]([O:14][C:12]([N:19]1[CH2:22][CH:21]([NH:23][CH2:2][C:3]2[S:7][CH:6]=[N:5][C:4]=2[C:8]([O:10][CH3:11])=[O:9])[CH2:20]1)=[O:13])([CH3:18])([CH3:16])[CH3:17], predict the reactants needed to synthesize it. The reactants are: Br[CH2:2][C:3]1[S:7][CH:6]=[N:5][C:4]=1[C:8]([O:10][CH3:11])=[O:9].[C:12]([N:19]1[CH2:22][CH:21]([NH2:23])[CH2:20]1)([O:14][C:15]([CH3:18])([CH3:17])[CH3:16])=[O:13].C([O-])([O-])=O.[K+].[K+].